This data is from Full USPTO retrosynthesis dataset with 1.9M reactions from patents (1976-2016). The task is: Predict the reactants needed to synthesize the given product. Given the product [CH3:1][O:2][C:3]([C:5]1[N:6]=[C:7]([C:27]#[N:28])[C:8]2[C:13]([C:14]=1[OH:15])=[CH:12][CH:11]=[C:10]([CH2:16][CH2:17][C:18]1[CH:23]=[CH:22][CH:21]=[CH:20][CH:19]=1)[CH:9]=2)=[O:4], predict the reactants needed to synthesize it. The reactants are: [CH3:1][O:2][C:3]([C:5]1[N:6]=[CH:7][C:8]2[C:13]([C:14]=1[OH:15])=[CH:12][CH:11]=[C:10]([CH2:16][CH2:17][C:18]1[CH:23]=[CH:22][CH:21]=[CH:20][CH:19]=1)[CH:9]=2)=[O:4].CC1C=C(C)[N:28]=[C:27](C)C=1.CC1C([IH+])=C(C)N=C(C)C=1.F[P-](F)(F)(F)(F)F.C([Cu])#N.Cl.